This data is from Catalyst prediction with 721,799 reactions and 888 catalyst types from USPTO. The task is: Predict which catalyst facilitates the given reaction. (1) Reactant: C(N(CC)CC)C.Cl[C:9]([O:11][CH2:12][C:13]1[CH:18]=[CH:17][CH:16]=[CH:15][C:14]=1[Cl:19])=[O:10].[NH2:20][CH2:21][C:22]1[NH:23][C:24](=[O:32])[C:25]2[CH:31]=[CH:30][CH:29]=[N:28][C:26]=2[N:27]=1. Product: [Cl:19][C:14]1[CH:15]=[CH:16][CH:17]=[CH:18][C:13]=1[CH2:12][O:11][C:9](=[O:10])[NH:20][CH2:21][C:22]1[NH:23][C:24](=[O:32])[C:25]2[CH:31]=[CH:30][CH:29]=[N:28][C:26]=2[N:27]=1. The catalyst class is: 166. (2) Reactant: [F:1][C:2]1[CH:7]=[CH:6][C:5]([OH:8])=[CH:4][CH:3]=1.[H-].[Na+].Cl[C:12]1[N:20]=[C:19]([NH:21][C:22]2[CH:23]=[C:24]([NH:28][S:29]([CH3:32])(=[O:31])=[O:30])[CH:25]=[CH:26][CH:27]=2)[N:18]=[C:17]2[C:13]=1[N:14]=[CH:15][NH:16]2. Product: [F:1][C:2]1[CH:7]=[CH:6][C:5]([O:8][C:12]2[N:20]=[C:19]([NH:21][C:22]3[CH:23]=[C:24]([NH:28][S:29]([CH3:32])(=[O:30])=[O:31])[CH:25]=[CH:26][CH:27]=3)[N:18]=[C:17]3[C:13]=2[N:14]=[CH:15][NH:16]3)=[CH:4][CH:3]=1. The catalyst class is: 1.